The task is: Predict the product of the given reaction.. This data is from Forward reaction prediction with 1.9M reactions from USPTO patents (1976-2016). (1) Given the reactants [CH2:1]([OH:4])[CH2:2][OH:3].[H-].[Na+].[CH3:7][O:8][C:9]1[CH:14]=[CH:13][CH:12]=[C:11]([CH2:15]Cl)[CH:10]=1.O, predict the reaction product. The product is: [CH3:7][O:8][C:9]1[CH:10]=[C:11]([CH2:15][O:3][CH2:2][CH2:1][OH:4])[CH:12]=[CH:13][CH:14]=1. (2) Given the reactants [Cl:1][C:2]1[CH:3]=[CH:4][C:5]2[O:9][C:8]([C:10]3[CH:11]=[C:12]([NH2:16])[CH:13]=[CH:14][CH:15]=3)=[N:7][C:6]=2[CH:17]=1.[Cl:18][C:19]1[CH:20]=[C:21]([CH:25]=[C:26]([Cl:28])[CH:27]=1)[C:22](Cl)=[O:23], predict the reaction product. The product is: [Cl:18][C:19]1[CH:20]=[C:21]([CH:25]=[C:26]([Cl:28])[CH:27]=1)[C:22]([NH:16][C:12]1[CH:13]=[CH:14][CH:15]=[C:10]([C:8]2[O:9][C:5]3[CH:4]=[CH:3][C:2]([Cl:1])=[CH:17][C:6]=3[N:7]=2)[CH:11]=1)=[O:23]. (3) Given the reactants [F:1][C:2]1[CH:3]=[C:4]([CH:8]=[CH:9][C:10]=1[N+:11]([O-:13])=[O:12])[C:5]([OH:7])=O.[N:14]1[CH:19]=[CH:18][CH:17]=[C:16]([CH2:20][NH2:21])[CH:15]=1.C(N(CC)C(C)C)(C)C.Cl.CN(C)CCCN=C=NCC.O.ON1C2C=CC=CC=2N=N1, predict the reaction product. The product is: [F:1][C:2]1[CH:3]=[C:4]([CH:8]=[CH:9][C:10]=1[N+:11]([O-:13])=[O:12])[C:5]([NH:21][CH2:20][C:16]1[CH:15]=[N:14][CH:19]=[CH:18][CH:17]=1)=[O:7]. (4) The product is: [ClH:1].[N+:2]([C:5]1[CH:10]=[CH:9][C:8]([NH:11][CH:12]2[CH2:17][CH2:16][NH:15][CH2:14][CH2:13]2)=[CH:7][CH:6]=1)([O-:4])=[O:3]. Given the reactants [ClH:1].[N+:2]([C:5]1[CH:10]=[CH:9][C:8]([NH:11][CH:12]2[CH2:17][CH2:16][N:15](C(OC(C)(C)C)=O)[CH2:14][CH2:13]2)=[CH:7][CH:6]=1)([O-:4])=[O:3], predict the reaction product. (5) Given the reactants Br[C:2]1[S:3][C:4]([CH2:15][CH3:16])=[CH:5][C:6]=1[C:7]([N:9]1[CH2:14][CH2:13][CH2:12][CH2:11][CH2:10]1)=[O:8].[CH3:17][N:18](C=O)C, predict the reaction product. The product is: [CH2:15]([C:4]1[S:3][C:2]([C:17]#[N:18])=[C:6]([C:7]([N:9]2[CH2:14][CH2:13][CH2:12][CH2:11][CH2:10]2)=[O:8])[CH:5]=1)[CH3:16]. (6) Given the reactants [CH3:1][O:2][CH2:3][CH2:4][N:5]1[CH:9]=[CH:8][C:7]([C:10]([O:12]CC)=[O:11])=[N:6]1.[OH-].[Na+], predict the reaction product. The product is: [CH3:1][O:2][CH2:3][CH2:4][N:5]1[CH:9]=[CH:8][C:7]([C:10]([OH:12])=[O:11])=[N:6]1. (7) The product is: [F:34][C:32]1[CH:31]=[C:30]2[C:26]([CH:27]=[CH:28][N:29]2[S:35]([C:38]2[CH:39]=[CH:40][C:41]([N+:44]([O-:46])=[O:45])=[CH:42][CH:43]=2)(=[O:36])=[O:37])=[C:25]([C:16]2[CH:15]=[C:14]([NH2:23])[C:13]3[CH:12]=[N:11][N:10]([S:7]([C:1]4[CH:6]=[CH:5][CH:4]=[CH:3][CH:2]=4)(=[O:9])=[O:8])[C:18]=3[CH:17]=2)[CH:33]=1. Given the reactants [C:1]1([S:7]([N:10]2[C:18]3[CH:17]=[C:16]([Sn](C)(C)C)[CH:15]=[C:14]([NH2:23])[C:13]=3[CH:12]=[N:11]2)(=[O:9])=[O:8])[CH:6]=[CH:5][CH:4]=[CH:3][CH:2]=1.Br[C:25]1[CH:33]=[C:32]([F:34])[CH:31]=[C:30]2[C:26]=1[CH:27]=[CH:28][N:29]2[S:35]([C:38]1[CH:43]=[CH:42][C:41]([N+:44]([O-:46])=[O:45])=[CH:40][CH:39]=1)(=[O:37])=[O:36], predict the reaction product.